Dataset: Cav3 T-type calcium channel HTS with 100,875 compounds. Task: Binary Classification. Given a drug SMILES string, predict its activity (active/inactive) in a high-throughput screening assay against a specified biological target. (1) The result is 0 (inactive). The drug is P(=O)(C(C)C)(C(C)C)Cc1cc(ccc1)C#N. (2) The drug is S\1C(C(=O)N(C1=N/CC)CC)CC(=O)NC(=O)N. The result is 0 (inactive). (3) The result is 0 (inactive). The molecule is Clc1ccc(C(=O)N2CCN(CC2)c2c(n[nH]c(=O)c2)c2ccccc2)cc1. (4) The compound is O=C(NC1CCCCC1)C(N(c1ccccc1)C(=O)c1oncc1)c1cc(OC)cc(OC)c1. The result is 0 (inactive). (5) The compound is s1c(nc2c1cccc2)CCC(=O)c1ccc(OCC)cc1. The result is 0 (inactive). (6) The result is 0 (inactive). The compound is O=C(Nc1nonc1NC(=O)C)c1ccc(C(C)(C)C)cc1. (7) The compound is S(=O)(=O)(N)c1c(NC(=O)c2c(=O)n(CC(C)C)c3c(c2O)cccc3)cccc1. The result is 0 (inactive).